From a dataset of NCI-60 drug combinations with 297,098 pairs across 59 cell lines. Regression. Given two drug SMILES strings and cell line genomic features, predict the synergy score measuring deviation from expected non-interaction effect. (1) Drug 1: CCC1(CC2CC(C3=C(CCN(C2)C1)C4=CC=CC=C4N3)(C5=C(C=C6C(=C5)C78CCN9C7C(C=CC9)(C(C(C8N6C=O)(C(=O)OC)O)OC(=O)C)CC)OC)C(=O)OC)O.OS(=O)(=O)O. Drug 2: CCN(CC)CCNC(=O)C1=C(NC(=C1C)C=C2C3=C(C=CC(=C3)F)NC2=O)C. Cell line: 786-0. Synergy scores: CSS=12.7, Synergy_ZIP=3.88, Synergy_Bliss=5.16, Synergy_Loewe=4.32, Synergy_HSA=6.59. (2) Drug 1: CN1CCC(CC1)COC2=C(C=C3C(=C2)N=CN=C3NC4=C(C=C(C=C4)Br)F)OC. Drug 2: C1=CC=C(C=C1)NC(=O)CCCCCCC(=O)NO. Cell line: HCT116. Synergy scores: CSS=30.7, Synergy_ZIP=-6.19, Synergy_Bliss=-5.49, Synergy_Loewe=-10.9, Synergy_HSA=-6.01.